From a dataset of Catalyst prediction with 721,799 reactions and 888 catalyst types from USPTO. Predict which catalyst facilitates the given reaction. (1) Reactant: C1C2C(=CC=CC=2)C=[N:3][N:2]=1.[N+:11]([C:14]1[CH:15]=[C:16]2[C:21](=O)[O:20][C:18](=[O:19])[C:17]2=[CH:23][CH:24]=1)([O-])=O.NN. Product: [NH2:11][C:14]1[CH:15]=[C:16]2[C:17](=[CH:23][CH:24]=1)[C:18]([OH:19])=[N:3][N:2]=[C:21]2[OH:20]. The catalyst class is: 32. (2) Reactant: [BH4-].[Na+].[CH:3]([C:5]1[CH:12]=[CH:11][CH:10]=[C:9]([N+:13]([O-:15])=[O:14])[C:6]=1[C:7]#[N:8])=[O:4]. Product: [OH:4][CH2:3][C:5]1[CH:12]=[CH:11][CH:10]=[C:9]([N+:13]([O-:15])=[O:14])[C:6]=1[C:7]#[N:8]. The catalyst class is: 92. (3) Reactant: Cl.Cl[CH2:3][C:4]1[N:16]=[C:15]2[N:6]([C:7]([NH2:22])=[N:8][C:9]3[C:14]2=[CH:13][CH:12]=[C:11]2[O:17][C:18]([F:21])([F:20])[O:19][C:10]=32)[N:5]=1.CC1(C)C(C)(C)OB([C:31]2[CH2:32][N:33]([C:36]([O:38][C:39]([CH3:42])([CH3:41])[CH3:40])=[O:37])[CH2:34][CH:35]=2)O1.C(=O)([O-])[O-].[K+].[K+]. Product: [NH2:22][C:7]1[N:6]2[N:5]=[C:4]([CH2:3][C:35]3[CH2:34][N:33]([C:36]([O:38][C:39]([CH3:42])([CH3:41])[CH3:40])=[O:37])[CH2:32][CH:31]=3)[N:16]=[C:15]2[C:14]2[C:9](=[C:10]3[O:19][C:18]([F:21])([F:20])[O:17][C:11]3=[CH:12][CH:13]=2)[N:8]=1. The catalyst class is: 140.